The task is: Predict the reactants needed to synthesize the given product.. This data is from Full USPTO retrosynthesis dataset with 1.9M reactions from patents (1976-2016). Given the product [C:1]([O:5][C:6]([N:8]1[CH2:13][C:12](=[O:14])[N:11]([CH3:18])[C:10](=[O:15])[CH2:9]1)=[O:7])([CH3:4])([CH3:2])[CH3:3], predict the reactants needed to synthesize it. The reactants are: [C:1]([O:5][C:6]([N:8]1[CH2:13][C:12](=[O:14])[NH:11][C:10](=[O:15])[CH2:9]1)=[O:7])([CH3:4])([CH3:3])[CH3:2].[H-].[Na+].[CH3:18]I.